From a dataset of Forward reaction prediction with 1.9M reactions from USPTO patents (1976-2016). Predict the product of the given reaction. (1) Given the reactants Br[CH2:2][C:3]1[N:4]=[C:5]([C:16]2[CH:21]=[CH:20][C:19]([F:22])=[CH:18][CH:17]=2)[O:6][C:7]=1[S:8][C:9]1[CH:14]=[CH:13][C:12]([Cl:15])=[CH:11][N:10]=1.[CH3:23][NH:24][C:25]1[CH:34]=[CH:33][C:28]([C:29]([O:31][CH3:32])=[O:30])=[CH:27][CH:26]=1.C([O-])([O-])=O.[K+].[K+], predict the reaction product. The product is: [Cl:15][C:12]1[CH:13]=[CH:14][C:9]([S:8][C:7]2[O:6][C:5]([C:16]3[CH:21]=[CH:20][C:19]([F:22])=[CH:18][CH:17]=3)=[N:4][C:3]=2[CH2:2][N:24]([CH3:23])[C:25]2[CH:26]=[CH:27][C:28]([C:29]([O:31][CH3:32])=[O:30])=[CH:33][CH:34]=2)=[N:10][CH:11]=1. (2) Given the reactants [CH:1](=[N:9]O)[C:2]1[C:3](=[CH:5][CH:6]=CC=1)O.[N+:11]([C:14]1[CH:15]=[N:16][NH:17][CH:18]=1)([O-:13])=[O:12].C(=O)([O-])[O-].[Cs+].[Cs+].BrC1C=NC=CC=1, predict the reaction product. The product is: [N+:11]([C:14]1[CH:15]=[N:16][N:17]([C:2]2[CH:1]=[N:9][CH:6]=[CH:5][CH:3]=2)[CH:18]=1)([O-:13])=[O:12]. (3) The product is: [F:21][C:22]1[N:27]=[C:26]([O:1][C:2]2[CH:3]=[C:4]3[C:9](=[CH:10][CH:11]=2)[C:8]([C:12]([OH:14])=[O:13])=[CH:7][CH:6]=[CH:5]3)[CH:25]=[CH:24][N:23]=1. Given the reactants [OH:1][C:2]1[CH:3]=[C:4]2[C:9](=[CH:10][CH:11]=1)[C:8]([C:12]([OH:14])=[O:13])=[CH:7][CH:6]=[CH:5]2.C([O-])([O-])=O.[Cs+].[Cs+].[F:21][C:22]1[N:27]=[C:26](F)[CH:25]=[CH:24][N:23]=1.Cl, predict the reaction product. (4) Given the reactants [Cl:1][C:2]1[C:33]([F:34])=[CH:32][CH:31]=[CH:30][C:3]=1[CH2:4][NH:5][C:6](=[O:29])[N:7]([C@H:9]([CH2:14][O:15][C:16](=[O:28])[NH:17][C:18]1[N:19]=[CH:20][C:21]2[C:26]([CH:27]=1)=[CH:25][CH:24]=[CH:23][CH:22]=2)[CH2:10][C:11]([OH:13])=O)[CH3:8].CCN(C(C)C)C(C)C.CN(C(ON1N=NC2C=CC=CC1=2)=[N+](C)C)C.F[P-](F)(F)(F)(F)F.[NH2:68][CH2:69][C:70]1[CH:75]=[N:74][CH:73]=[CH:72][N:71]=1, predict the reaction product. The product is: [CH:20]1[C:21]2[C:26](=[CH:25][CH:24]=[CH:23][CH:22]=2)[CH:27]=[C:18]([NH:17][C:16](=[O:28])[O:15][CH2:14][C@@H:9]([N:7]([CH3:8])[C:6]([NH:5][CH2:4][C:3]2[CH:30]=[CH:31][CH:32]=[C:33]([F:34])[C:2]=2[Cl:1])=[O:29])[CH2:10][C:11](=[O:13])[NH:68][CH2:69][C:70]2[CH:75]=[N:74][CH:73]=[CH:72][N:71]=2)[N:19]=1. (5) Given the reactants [NH2:1][CH2:2][CH2:3][SH:4].Cl.FC(F)(F)C(O)=O.[C:13]1([C:19](Cl)([C:26]2[CH:31]=[CH:30][CH:29]=[CH:28][CH:27]=2)[C:20]2[CH:25]=[CH:24][CH:23]=[CH:22][CH:21]=2)[CH:18]=[CH:17][CH:16]=[CH:15][CH:14]=1.[OH-].[Na+], predict the reaction product. The product is: [C:19]([S:4][CH2:3][CH2:2][NH2:1])([C:13]1[CH:18]=[CH:17][CH:16]=[CH:15][CH:14]=1)([C:26]1[CH:27]=[CH:28][CH:29]=[CH:30][CH:31]=1)[C:20]1[CH:21]=[CH:22][CH:23]=[CH:24][CH:25]=1.